From a dataset of Reaction yield outcomes from USPTO patents with 853,638 reactions. Predict the reaction yield, written as a fraction of the theoretical maximum amount of product (1.0 means a 100% yield; for example, 0.34 means a 34% yield). (1) The reactants are C([N:8]1[CH2:16][C:15](=[N:17][O:18][CH3:19])[C:10]2([CH2:13][N:12]([CH3:14])[CH2:11]2)[CH2:9]1)C1C=CC=CC=1.[H][H]. The catalyst is CO.[Pd]. The product is [CH3:19][O:18][N:17]=[C:15]1[C:10]2([CH2:11][N:12]([CH3:14])[CH2:13]2)[CH2:9][NH:8][CH2:16]1. The yield is 0.852. (2) The reactants are [CH3:1][C:2]1[O:6][N:5]=[C:4]([C:7]2[CH:12]=[CH:11][CH:10]=[CH:9][N:8]=2)[C:3]=1[CH:13]=O.Cl.[CH2:16]([O:18][C:19]([C:21]1[N:22]([CH3:27])[N:23]=[C:24]([NH2:26])[CH:25]=1)=[O:20])[CH3:17].C(O)(=O)C.C([BH3-])#N.[Na+]. The catalyst is CO. The product is [CH3:27][N:22]1[C:21]([C:19]([O:18][CH2:16][CH3:17])=[O:20])=[CH:25][C:24]([NH:26][CH2:13][C:3]2[C:4]([C:7]3[CH:12]=[CH:11][CH:10]=[CH:9][N:8]=3)=[N:5][O:6][C:2]=2[CH3:1])=[N:23]1. The yield is 0.550. (3) The reactants are [CH3:1][O:2][CH2:3][CH:4]1[CH2:9][CH2:8][CH2:7][N:6](C(OC(C)(C)C)=O)[CH2:5]1.[ClH:17]. The catalyst is O1CCOCC1. The product is [ClH:17].[CH3:1][O:2][CH2:3][CH:4]1[CH2:9][CH2:8][CH2:7][NH:6][CH2:5]1. The yield is 0.940. (4) The reactants are [CH2:1]1[C:11]2=[C:12]3[C:7](=[CH:8][CH:9]=[CH:10]2)[CH2:6][CH2:5][N:4]([CH2:13][CH2:14][CH2:15][NH2:16])[CH:3]3[CH2:2]1.C([O-])(O)=O.[Na+].[C:22](OC(=O)C)(=[O:24])[CH3:23]. The catalyst is C(Cl)Cl. The product is [CH2:1]1[C:11]2=[C:12]3[C:7](=[CH:8][CH:9]=[CH:10]2)[CH2:6][CH2:5][N:4]([CH2:13][CH2:14][CH2:15][NH:16][C:22](=[O:24])[CH3:23])[CH:3]3[CH2:2]1. The yield is 0.870. (5) The reactants are C(=O)([O-])[O-].[Cs+].[Cs+].CN(C)C=O.Br[CH2:13][C:14]1[CH:19]=[CH:18][C:17]([CH2:20][Br:21])=[CH:16][CH:15]=1.[F:22][C:23]1[CH:28]=[CH:27][C:26]([N:29]2[C@H:32]([C:33]3[CH:38]=[CH:37][C:36]([OH:39])=[CH:35][CH:34]=3)[C@@H:31]([CH2:40][CH2:41][C@@H:42]([C:44]3[CH:49]=[CH:48][C:47]([F:50])=[CH:46][CH:45]=3)[OH:43])[C:30]2=[O:51])=[CH:25][CH:24]=1. The catalyst is C(OCC)(=O)C. The product is [Br:21][CH2:20][C:17]1[CH:18]=[CH:19][C:14]([CH2:13][O:39][C:36]2[CH:37]=[CH:38][C:33]([C@H:32]3[N:29]([C:26]4[CH:25]=[CH:24][C:23]([F:22])=[CH:28][CH:27]=4)[C:30](=[O:51])[C@@H:31]3[CH2:40][CH2:41][C@@H:42]([C:44]3[CH:45]=[CH:46][C:47]([F:50])=[CH:48][CH:49]=3)[OH:43])=[CH:34][CH:35]=2)=[CH:15][CH:16]=1. The yield is 0.720.